From a dataset of Catalyst prediction with 721,799 reactions and 888 catalyst types from USPTO. Predict which catalyst facilitates the given reaction. (1) Product: [Cl:12][C:13]1[CH:21]=[C:20]([N:36]2[CH2:35][CH2:34][N:33]([C:31]3[CH:32]=[C:27]([F:26])[CH:28]=[CH:29][C:30]=3[CH3:39])[CH2:38][CH2:37]2)[C:19]([N+:23]([O-:25])=[O:24])=[CH:18][C:14]=1[C:15]([OH:17])=[O:16]. The catalyst class is: 6. Reactant: C(=O)([O-])[O-].[K+].[K+].CN(C)C=O.[Cl:12][C:13]1[CH:21]=[C:20](F)[C:19]([N+:23]([O-:25])=[O:24])=[CH:18][C:14]=1[C:15]([OH:17])=[O:16].[F:26][C:27]1[CH:28]=[CH:29][C:30]([CH3:39])=[C:31]([N:33]2[CH2:38][CH2:37][NH:36][CH2:35][CH2:34]2)[CH:32]=1.Cl. (2) Reactant: [OH-].[Na+].[CH3:3][N:4]1[CH:9]=[CH:8][C:7](=[O:10])[C:6]([C:11]2[CH:20]=[CH:19][C:14]([C:15]([O:17]C)=[O:16])=[CH:13][CH:12]=2)=[CH:5]1.Cl. Product: [CH3:3][N:4]1[CH:9]=[CH:8][C:7](=[O:10])[C:6]([C:11]2[CH:20]=[CH:19][C:14]([C:15]([OH:17])=[O:16])=[CH:13][CH:12]=2)=[CH:5]1. The catalyst class is: 14. (3) Reactant: [F:1][C:2]([F:25])([F:24])[C@@H:3]([C:6]1[CH:11]=[CH:10][C:9]([N:12]2[CH2:16][CH2:15][C:14]3([CH2:21][CH2:20][C:19](=[O:22])[CH2:18][CH2:17]3)[C:13]2=[O:23])=[CH:8][CH:7]=1)[O:4][CH3:5].[BH4-].[Na+]. Product: [OH:22][CH:19]1[CH2:18][CH2:17][C:14]2([C:13](=[O:23])[N:12]([C:9]3[CH:8]=[CH:7][C:6]([C@@H:3]([O:4][CH3:5])[C:2]([F:1])([F:24])[F:25])=[CH:11][CH:10]=3)[CH2:16][CH2:15]2)[CH2:21][CH2:20]1. The catalyst class is: 5. (4) Reactant: [C:1]([O:5][C:6](=[O:25])[NH:7][C:8]1[CH:13]=[CH:12][C:11]([C:14](=[O:21])[C:15]2[CH:20]=[CH:19][CH:18]=[CH:17][CH:16]=2)=[CH:10][C:9]=1[N+:22]([O-])=O)([CH3:4])([CH3:3])[CH3:2]. Product: [C:1]([O:5][C:6](=[O:25])[NH:7][C:8]1[CH:13]=[CH:12][C:11]([C:14](=[O:21])[C:15]2[CH:20]=[CH:19][CH:18]=[CH:17][CH:16]=2)=[CH:10][C:9]=1[NH2:22])([CH3:4])([CH3:2])[CH3:3]. The catalyst class is: 181. (5) Reactant: [NH2:1][C:2]1[N:7]=[CH:6][C:5]([C:8]2[CH:13]=[CH:12][C:11]([C:14]([N:16]3[CH2:21][CH2:20][O:19][CH2:18][CH2:17]3)=O)=[C:10]([O:22][CH3:23])[CH:9]=2)=[CH:4][C:3]=1[C:24]1[N:25]=[N:26][N:27]([CH:29]([CH3:31])[CH3:30])[CH:28]=1.B(F)(F)F.CCOCC.[BH4-].[Na+]. Product: [CH:29]([N:27]1[CH:28]=[C:24]([C:3]2[C:2]([NH2:1])=[N:7][CH:6]=[C:5]([C:8]3[CH:13]=[CH:12][C:11]([CH2:14][N:16]4[CH2:17][CH2:18][O:19][CH2:20][CH2:21]4)=[C:10]([O:22][CH3:23])[CH:9]=3)[CH:4]=2)[N:25]=[N:26]1)([CH3:31])[CH3:30]. The catalyst class is: 1.